From a dataset of Full USPTO retrosynthesis dataset with 1.9M reactions from patents (1976-2016). Predict the reactants needed to synthesize the given product. (1) The reactants are: [CH3:1][O:2][C:3]1[CH:4]=[C:5]2[C:10](=[CH:11][C:12]=1[O:13][CH3:14])[C:9](=O)[CH2:8][CH2:7][CH2:6]2.[NH3:16].C(O)C.[BH4-].[Na+]. Given the product [CH3:1][O:2][C:3]1[CH:4]=[C:5]2[C:10](=[CH:11][C:12]=1[O:13][CH3:14])[CH:9]([NH2:16])[CH2:8][CH2:7][CH2:6]2, predict the reactants needed to synthesize it. (2) Given the product [NH2:8][C:16]1[N:17]=[C:18]([CH3:46])[C:19]([CH2:23][NH:24][C:25]2[C:30]3=[CH:31][N:32]([CH2:34][C:35]4[CH:36]=[CH:37][C:38]5[N:39]([CH:41]=[C:42]([CH3:44])[N:43]=5)[CH:40]=4)[N:33]=[C:29]3[CH:28]=[C:27]([Cl:45])[N:26]=2)=[C:20]([CH3:22])[CH:21]=1, predict the reactants needed to synthesize it. The reactants are: C(OC([N:8]([C:16]1[CH:21]=[C:20]([CH3:22])[C:19]([CH2:23][NH:24][C:25]2[C:30]3=[CH:31][N:32]([CH2:34][C:35]4[CH:36]=[CH:37][C:38]5[N:39]([CH:41]=[C:42]([CH3:44])[N:43]=5)[CH:40]=4)[N:33]=[C:29]3[CH:28]=[C:27]([Cl:45])[N:26]=2)=[C:18]([CH3:46])[N:17]=1)C(=O)OC(C)(C)C)=O)(C)(C)C.Cl. (3) Given the product [C:1]([O:4][C@H:5]([C:8]#[C:9][C:10]#[C:11][C@H:12]([NH:22][C:23](=[O:30])[C:24]1[CH:29]=[CH:28][CH:27]=[CH:26][CH:25]=1)[CH2:13][CH2:14][CH2:15][CH2:16][CH2:17][CH2:18][CH2:19][CH2:20][CH3:21])[CH:6]=[CH2:7])(=[O:3])[CH3:2], predict the reactants needed to synthesize it. The reactants are: [C:1]([O:4][C@H:5]([C:8]#[C:9][C:10]#[C:11][C@H:12]([NH2:22])[CH2:13][CH2:14][CH2:15][CH2:16][CH2:17][CH2:18][CH2:19][CH2:20][CH3:21])[CH:6]=[CH2:7])(=[O:3])[CH3:2].[C:23](O[C:23](=[O:30])[C:24]1[CH:29]=[CH:28][CH:27]=[CH:26][CH:25]=1)(=[O:30])[C:24]1[CH:29]=[CH:28][CH:27]=[CH:26][CH:25]=1.C(N(CC)CC)C.